This data is from Forward reaction prediction with 1.9M reactions from USPTO patents (1976-2016). The task is: Predict the product of the given reaction. (1) Given the reactants [C:1]([O:4][C@@H:5]1[C@@H:18]([O:19][C:20](=[O:22])[CH3:21])[C@H:17]([O:23][C:24](=[O:26])[CH3:25])[CH2:16][S:15][C@H:6]1[O:7][C:8]1[C:9]([NH2:14])=[N:10][CH:11]=[CH:12][CH:13]=1)(=[O:3])[CH3:2].[CH2:27]([O:29][C:30](=[O:36])[CH2:31][C:32](=O)[CH2:33]Cl)[CH3:28], predict the reaction product. The product is: [CH2:27]([O:29][C:30](=[O:36])[CH2:31][C:32]1[N:14]=[C:9]2[C:8]([O:7][C@@H:6]3[S:15][CH2:16][C@@H:17]([O:23][C:24](=[O:26])[CH3:25])[C@H:18]([O:19][C:20](=[O:22])[CH3:21])[C@H:5]3[O:4][C:1](=[O:3])[CH3:2])=[CH:13][CH:12]=[CH:11][N:10]2[CH:33]=1)[CH3:28]. (2) Given the reactants [C:1]([NH2:13])(=[O:12])[CH:2]=[CH:3][CH2:4][CH2:5][CH2:6][CH2:7][CH2:8][CH2:9][CH2:10][CH3:11].[C:14]([O-:17])(=O)[CH3:15].[Na+].[C:19](OO)(=O)[CH3:20].S(=O)(O)[O-].[Na+], predict the reaction product. The product is: [CH2:1]([NH:13][C:14](=[O:17])[CH2:15][CH2:3][CH2:4][CH2:5][CH2:6][CH2:7][CH2:8][CH2:9][CH:19]=[CH2:20])[CH2:2][NH:13][C:1](=[O:12])[CH2:2][CH2:3][CH2:4][CH2:5][CH2:6][CH2:7][CH2:8][CH2:9][CH:10]=[CH2:11]. (3) Given the reactants [Cl:1][C:2]1[CH:7]=[CH:6][C:5]([C:8]2[S:9][C:10]([CH2:14][O:15][CH:16]3[CH2:21][CH2:20][CH2:19][NH:18][CH2:17]3)=[C:11]([CH3:13])[N:12]=2)=[CH:4][CH:3]=1.[CH:22]([C:24]1[CH:25]=[C:26](OB(O)O)[CH:27]=[CH:28][CH:29]=1)=[O:23], predict the reaction product. The product is: [Cl:1][C:2]1[CH:7]=[CH:6][C:5]([C:8]2[S:9][C:10]([CH2:14][O:15][CH:16]3[CH2:21][CH2:20][CH2:19][N:18]([C:28]4[CH:29]=[C:24]([CH:25]=[CH:26][CH:27]=4)[CH:22]=[O:23])[CH2:17]3)=[C:11]([CH3:13])[N:12]=2)=[CH:4][CH:3]=1. (4) Given the reactants Br[C:2]1[CH:10]=[CH:9][C:8]([CH2:11][OH:12])=[CH:7][C:3]=1[C:4]([OH:6])=[O:5].[NH:13]1[CH:17]=[CH:16][N:15]=[N:14]1.C(=O)([O-])[O-].[Cs+].[Cs+].CN(C)C1CCCCC1N, predict the reaction product. The product is: [OH:12][CH2:11][C:8]1[CH:9]=[CH:10][C:2]([N:14]2[N:15]=[CH:16][CH:17]=[N:13]2)=[C:3]([CH:7]=1)[C:4]([OH:6])=[O:5]. (5) Given the reactants [CH2:1]([C:4]([F:22])([F:21])[C:5]([F:20])([F:19])[C:6]([F:18])([F:17])[C:7]([F:16])([F:15])[C:8]([F:14])([F:13])[C:9]([F:12])([F:11])[F:10])[CH2:2][OH:3].[C:23](O)(=[O:26])[C:24]#[CH:25].C1(N=C=NC2CCCCC2)CCCCC1, predict the reaction product. The product is: [C:23]([O:3][CH2:2][CH2:1][C:4]([F:21])([F:22])[C:5]([F:19])([F:20])[C:6]([F:17])([F:18])[C:7]([F:15])([F:16])[C:8]([F:13])([F:14])[C:9]([F:12])([F:11])[F:10])(=[O:26])[C:24]#[CH:25].